Predict the product of the given reaction. From a dataset of Forward reaction prediction with 1.9M reactions from USPTO patents (1976-2016). (1) Given the reactants [CH3:1][O:2][C:3]1[CH:4]=[C:5]([CH:8]=[CH:9][C:10]=1[O:11][C:12](=[O:14])[CH3:13])[CH:6]=[CH2:7].C(OC1C=CC(C=C)=CC=1)(=O)C.N(C(C)(C)C(OC)=O)=NC(C)(C)C(OC)=O, predict the reaction product. The product is: [C:12]([O:11][C:10]1[CH:9]=[CH:8][C:5]([CH:6]=[CH2:7])=[CH:4][CH:3]=1)(=[O:14])[CH3:13].[CH3:1][O:2][C:3]1[CH:4]=[C:5]([CH:8]=[CH:9][C:10]=1[O:11][C:12](=[O:14])[CH3:13])[CH:6]=[CH2:7]. (2) The product is: [NH2:24][C:4]1[C:5]([CH3:23])=[C:6]([CH:22]=[C:2]([Cl:1])[CH:3]=1)[CH2:7][N:8]1[CH2:13][CH2:12][N:11]([C:14]([CH:16]2[CH2:20][CH2:19][CH2:18][CH2:17]2)=[O:15])[C@@H:10]([CH3:21])[CH2:9]1. Given the reactants [Cl:1][C:2]1[CH:3]=[C:4]([N+:24]([O-])=O)[C:5]([CH3:23])=[C:6]([CH:22]=1)[CH2:7][N:8]1[CH2:13][CH2:12][N:11]([C:14]([CH:16]2[CH2:20][CH2:19][CH2:18][CH2:17]2)=[O:15])[C@@H:10]([CH3:21])[CH2:9]1, predict the reaction product. (3) Given the reactants [Br:1][C:2]1[CH:7]=[C:6]([F:8])[CH:5]=[CH:4][C:3]=1[C@H:9]1[C:14]([C:15]([O:17][CH3:18])=[O:16])=[C:13]([CH2:19]Br)[NH:12][C:11]([C:21]2[S:22][CH:23]=[CH:24][N:25]=2)=[N:10]1.[CH:26]12[NH:37][CH:30]([CH:31]([CH2:33][C:34]([OH:36])=[O:35])[CH2:32]1)[CH2:29][O:28][CH2:27]2, predict the reaction product. The product is: [Br:1][C:2]1[CH:7]=[C:6]([F:8])[CH:5]=[CH:4][C:3]=1[C@H:9]1[C:14]([C:15]([O:17][CH3:18])=[O:16])=[C:13]([CH2:19][N:37]2[C@H:30]3[C@H:31]([CH2:33][C:34]([OH:36])=[O:35])[CH2:32][C@@H:26]2[CH2:27][O:28][CH2:29]3)[NH:12][C:11]([C:21]2[S:22][CH:23]=[CH:24][N:25]=2)=[N:10]1. (4) Given the reactants C[O:2][C:3](=[O:24])[C:4]1[CH:9]=[C:8]([C:10]2[S:11][CH:12]=[C:13]([C:15]3[CH:20]=[CH:19][C:18]([Cl:21])=[C:17]([Cl:22])[CH:16]=3)[N:14]=2)[CH:7]=[CH:6][C:5]=1Br.[F:25][C:26]1[CH:31]=[CH:30][C:29]([F:32])=[CH:28][C:27]=1B(O)O, predict the reaction product. The product is: [Cl:22][C:17]1[CH:16]=[C:15]([C:13]2[N:14]=[C:10]([C:8]3[CH:9]=[C:4]([C:3]([OH:2])=[O:24])[C:5]([C:30]4[CH:31]=[C:26]([F:25])[CH:27]=[CH:28][C:29]=4[F:32])=[CH:6][CH:7]=3)[S:11][CH:12]=2)[CH:20]=[CH:19][C:18]=1[Cl:21]. (5) Given the reactants [Br:1][C:2]1[CH:3]=[C:4]2[C:9](=[CH:10][CH:11]=1)[C:8]([CH2:12][N:13]1[C:19](=[O:20])[C@@H:18]([NH:21]C(=O)OC(C)(C)C)[CH2:17][O:16][C:15]3[CH:29]=[CH:30][CH:31]=[CH:32][C:14]1=3)=[C:7]([O:33][CH3:34])[CH:6]=[CH:5]2.[ClH:35], predict the reaction product. The product is: [ClH:35].[NH2:21][C@H:18]1[CH2:17][O:16][C:15]2[CH:29]=[CH:30][CH:31]=[CH:32][C:14]=2[N:13]([CH2:12][C:8]2[C:9]3[C:4](=[CH:3][C:2]([Br:1])=[CH:11][CH:10]=3)[CH:5]=[CH:6][C:7]=2[O:33][CH3:34])[C:19]1=[O:20]. (6) Given the reactants Br[C:2]1[C:3](=[O:24])[CH2:4][C:5]2([CH2:20][CH2:21][CH2:22][CH3:23])[CH2:14][CH2:13][C:12]3[C:7](=[CH:8][CH:9]=[C:10]([O:16][CH2:17][O:18][CH3:19])[C:11]=3[Br:15])[C:6]=12.[CH3:25][Sn](C)(C)C.[Cl-].[Li+].C1(P(C2C=CC=CC=2)C2C=CC=CC=2)C=CC=CC=1, predict the reaction product. The product is: [Br:15][C:11]1[C:10]([O:16][CH2:17][O:18][CH3:19])=[CH:9][CH:8]=[C:7]2[C:12]=1[CH2:13][CH2:14][C:5]1([CH2:20][CH2:21][CH2:22][CH3:23])[CH2:4][C:3](=[O:24])[C:2]([CH3:25])=[C:6]12. (7) The product is: [CH2:19]([S:26]([NH:29][C:30]([CH:32]1[CH2:33][N:34]([C:2]2[C:12]([C:13]#[N:14])=[CH:11][C:5]([C:6]([O:8][CH2:9][CH3:10])=[O:7])=[C:4]([CH:15]([F:17])[F:18])[N:3]=2)[CH2:35]1)=[O:31])(=[O:27])=[O:28])[C:20]1[CH:21]=[CH:22][CH:23]=[CH:24][CH:25]=1. Given the reactants Cl[C:2]1[C:12]([C:13]#[N:14])=[CH:11][C:5]([C:6]([O:8][CH2:9][CH3:10])=[O:7])=[C:4]([C:15]([F:18])([F:17])F)[N:3]=1.[CH2:19]([S:26]([NH:29][C:30]([CH:32]1[CH2:35][NH:34][CH2:33]1)=[O:31])(=[O:28])=[O:27])[C:20]1[CH:25]=[CH:24][CH:23]=[CH:22][CH:21]=1, predict the reaction product.